From a dataset of Forward reaction prediction with 1.9M reactions from USPTO patents (1976-2016). Predict the product of the given reaction. (1) Given the reactants Cl[C:2]1[C:7]([C:8]#[N:9])=[C:6]([NH:10][CH2:11][CH2:12][OH:13])[N:5]=[C:4]([NH:14][CH2:15][CH2:16][OH:17])[N:3]=1.[C:18]([C:20]1[CH:25]=[CH:24][CH:23]=[CH:22][C:21]=1[N:26]1[CH2:31][CH2:30][NH:29][CH2:28][CH2:27]1)#[N:19].C(N(C(C)C)C(C)C)C, predict the reaction product. The product is: [C:18]([C:20]1[CH:25]=[CH:24][CH:23]=[CH:22][C:21]=1[N:26]1[CH2:31][CH2:30][N:29]([C:2]2[C:7]([C:8]#[N:9])=[C:6]([NH:10][CH2:11][CH2:12][OH:13])[N:5]=[C:4]([NH:14][CH2:15][CH2:16][OH:17])[N:3]=2)[CH2:28][CH2:27]1)#[N:19]. (2) Given the reactants [O:1]([C:8]1[CH:13]=[CH:12][C:11]([NH:14][CH2:15][C:16]([OH:18])=O)=[CH:10][CH:9]=1)[C:2]1[CH:7]=[CH:6][CH:5]=[CH:4][CH:3]=1.[C:19]1([N:25]=[C:26]=[S:27])[CH:24]=[CH:23][CH:22]=[CH:21][CH:20]=1, predict the reaction product. The product is: [O:1]([C:8]1[CH:9]=[CH:10][C:11]([N:14]2[CH2:15][C:16](=[O:18])[N:25]([C:19]3[CH:24]=[CH:23][CH:22]=[CH:21][CH:20]=3)[C:26]2=[S:27])=[CH:12][CH:13]=1)[C:2]1[CH:3]=[CH:4][CH:5]=[CH:6][CH:7]=1. (3) Given the reactants C(O)(C(F)(F)F)=O.C(OC([N:15]1[CH2:20][CH2:19][N:18]([C:21](=[O:32])[C:22]2[CH:27]=[CH:26][CH:25]=[CH:24][C:23]=2[C:28]([O:30][CH3:31])=[O:29])[CH2:17][CH2:16]1)=O)(C)(C)C.CCN(C(C)C)C(C)C, predict the reaction product. The product is: [CH3:31][O:30][C:28](=[O:29])[C:23]1[CH:24]=[CH:25][CH:26]=[CH:27][C:22]=1[C:21]([N:18]1[CH2:17][CH2:16][NH:15][CH2:20][CH2:19]1)=[O:32]. (4) The product is: [NH2:7][C@H:8]1[CH2:13][CH2:12][C@H:11]([CH2:14][NH:15][C:16]2[C:21]([N+:22]([O-:24])=[O:23])=[CH:20][N:19]=[C:18]([NH:25][CH2:26][C:27]3[CH:32]=[CH:31][CH:30]=[CH:29][C:28]=3[S:33]([CH3:36])(=[O:34])=[O:35])[N:17]=2)[CH2:10][CH2:9]1. Given the reactants C(OC(=O)[NH:7][CH:8]1[CH2:13][CH2:12][CH:11]([CH2:14][NH:15][C:16]2[C:21]([N+:22]([O-:24])=[O:23])=[CH:20][N:19]=[C:18]([NH:25][CH2:26][C:27]3[CH:32]=[CH:31][CH:30]=[CH:29][C:28]=3[S:33]([CH3:36])(=[O:35])=[O:34])[N:17]=2)[CH2:10][CH2:9]1)(C)(C)C.Cl, predict the reaction product.